This data is from Forward reaction prediction with 1.9M reactions from USPTO patents (1976-2016). The task is: Predict the product of the given reaction. Given the reactants Br[C:2]1[CH:3]=[C:4]([C:18]#[N:19])[N:5]([C:7]2[CH:12]=[C:11]([C:13]([F:16])([F:15])[F:14])[CH:10]=[CH:9][C:8]=2[Cl:17])[CH:6]=1.Cl[C:21]1[N:26]=[CH:25][N:24]=[C:23]([NH:27]C)[CH:22]=1, predict the reaction product. The product is: [NH2:27][C:23]1[N:24]=[CH:25][N:26]=[C:21]([C:2]2[CH:3]=[C:4]([C:18]#[N:19])[N:5]([C:7]3[CH:12]=[C:11]([C:13]([F:16])([F:15])[F:14])[CH:10]=[CH:9][C:8]=3[Cl:17])[CH:6]=2)[CH:22]=1.